From a dataset of Peptide-MHC class I binding affinity with 185,985 pairs from IEDB/IMGT. Regression. Given a peptide amino acid sequence and an MHC pseudo amino acid sequence, predict their binding affinity value. This is MHC class I binding data. (1) The peptide sequence is EPKEGTKKL. The MHC is HLA-B51:01 with pseudo-sequence HLA-B51:01. The binding affinity (normalized) is 0.0847. (2) The peptide sequence is ELMMATIGIA. The MHC is HLA-A26:01 with pseudo-sequence HLA-A26:01. The binding affinity (normalized) is 0.614. (3) The peptide sequence is WTLVVLLI. The MHC is HLA-A02:01 with pseudo-sequence HLA-A02:01. The binding affinity (normalized) is 0.112. (4) The peptide sequence is YLEGLIHEV. The MHC is H-2-Kb with pseudo-sequence H-2-Kb. The binding affinity (normalized) is 0. (5) The peptide sequence is FTTRLLSSTR. The MHC is HLA-A68:01 with pseudo-sequence HLA-A68:01. The binding affinity (normalized) is 0.701. (6) The peptide sequence is GLMWLSYFV. The MHC is HLA-A33:01 with pseudo-sequence HLA-A33:01. The binding affinity (normalized) is 0.0309.